The task is: Predict the reaction yield, written as a fraction of the theoretical maximum amount of product (1.0 means a 100% yield; for example, 0.34 means a 34% yield).. This data is from Reaction yield outcomes from USPTO patents with 853,638 reactions. (1) The reactants are [CH3:1][N:2]1[CH2:7][CH2:6][N:5]([CH:8]([C:12]2[C:21]3[C:16](=[CH:17][CH:18]=[CH:19][CH:20]=3)[CH:15]=[CH:14][CH:13]=2)[C:9](O)=[O:10])[CH2:4][CH2:3]1.CCN(C(C)C)C(C)C.CN(C(ON1N=NC2C=CC=CC1=2)=[N+](C)C)C.[B-](F)(F)(F)F.[Cl:53][C:54]1[CH:55]=[C:56]([CH:59]=[C:60]([Cl:62])[CH:61]=1)[CH2:57][NH2:58]. The catalyst is CN(C=O)C.CCOC(C)=O. The product is [Cl:53][C:54]1[CH:55]=[C:56]([CH2:57][NH:58][C:9](=[O:10])[CH:8]([N:5]2[CH2:4][CH2:3][N:2]([CH3:1])[CH2:7][CH2:6]2)[C:12]2[C:21]3[C:16](=[CH:17][CH:18]=[CH:19][CH:20]=3)[CH:15]=[CH:14][CH:13]=2)[CH:59]=[C:60]([Cl:62])[CH:61]=1. The yield is 0.460. (2) The reactants are [Cl:1][C:2]1[CH:12]=[CH:11][CH:10]=[CH:9][C:3]=1[C@@H:4]([OH:8])[C:5]([OH:7])=[O:6].P(=O)(Cl)(Cl)Cl.[CH3:18]O. No catalyst specified. The product is [Cl:1][C:2]1[CH:12]=[CH:11][CH:10]=[CH:9][C:3]=1[C@@H:4]([OH:8])[C:5]([O:7][CH3:18])=[O:6]. The yield is 0.950. (3) The reactants are [NH:1]1[C:9]2[C:4](=[CH:5][CH:6]=[C:7]([CH:10]=O)[CH:8]=2)[CH:3]=[CH:2]1.C([O-])(=O)C.[NH4+].[N+:17]([CH3:20])([O-:19])=[O:18]. No catalyst specified. The product is [N+:17]([CH:20]=[CH:10][C:7]1[CH:8]=[C:9]2[C:4]([CH:3]=[CH:2][NH:1]2)=[CH:5][CH:6]=1)([O-:19])=[O:18]. The yield is 0.910. (4) The reactants are Cl[C:2]1[N:7]=[CH:6][N:5]=[C:4]([NH:8][CH2:9][C@@H:10]([C:22]([O:24][C:25]([CH3:28])([CH3:27])[CH3:26])=[O:23])[NH:11][C:12]([O:14][CH2:15][C:16]2[CH:21]=[CH:20][CH:19]=[CH:18][CH:17]=2)=[O:13])[C:3]=1[CH2:29][CH3:30].[NH:31]1[CH2:36][CH2:35][CH:34]([C:37]([O:39][CH3:40])=[O:38])[CH2:33][CH2:32]1.C(NCC)(C)C.C(=O)(O)[O-].[Na+]. The catalyst is C(OCC)(=O)C.O. The product is [CH2:29]([C:3]1[C:4]([NH:8][CH2:9][C@@H:10]([C:22]([O:24][C:25]([CH3:28])([CH3:27])[CH3:26])=[O:23])[NH:11][C:12]([O:14][CH2:15][C:16]2[CH:21]=[CH:20][CH:19]=[CH:18][CH:17]=2)=[O:13])=[N:5][CH:6]=[N:7][C:2]=1[N:31]1[CH2:36][CH2:35][CH:34]([C:37]([O:39][CH3:40])=[O:38])[CH2:33][CH2:32]1)[CH3:30]. The yield is 0.170. (5) The reactants are CC(C)([O-])C.[K+].C(O)(C)(C)C.[Cl:12][C:13]1[N:22]=[CH:21][C:20]2[NH:19][CH2:18][C@H:17]3[CH2:23][O:24][CH2:25][CH2:26][N:16]3[C:15]=2[N:14]=1.Br[CH2:28][C:29]([O:31][C:32]([CH3:35])([CH3:34])[CH3:33])=[O:30]. The catalyst is CN(C=O)C.O. The product is [Cl:12][C:13]1[N:22]=[CH:21][C:20]2[N:19]([CH2:28][C:29]([O:31][C:32]([CH3:35])([CH3:34])[CH3:33])=[O:30])[CH2:18][C@H:17]3[CH2:23][O:24][CH2:25][CH2:26][N:16]3[C:15]=2[N:14]=1. The yield is 0.552. (6) The reactants are Cl[C:2]1[N:9]=[CH:8][C:7]([F:10])=[CH:6][C:3]=1[C:4]#[N:5].O.[NH2:12][NH2:13]. The catalyst is C(O)CCC. The product is [F:10][C:7]1[CH:6]=[C:3]2[C:4]([NH2:5])=[N:13][NH:12][C:2]2=[N:9][CH:8]=1. The yield is 0.880.